Dataset: Reaction yield outcomes from USPTO patents with 853,638 reactions. Task: Predict the reaction yield, written as a fraction of the theoretical maximum amount of product (1.0 means a 100% yield; for example, 0.34 means a 34% yield). (1) The reactants are [NH2:1][CH2:2][C:3]([NH2:5])=[O:4].[Br:6][C:7]1[CH:8]=[C:9]([CH:25]=[CH:26][CH:27]=1)[CH2:10][C:11]1[C:12]([CH3:24])=[N:13][C:14]2[N:15]([N:18]=[CH:19][C:20]=2[C:21](O)=[O:22])[C:16]=1[CH3:17]. No catalyst specified. The product is [NH2:5][C:3](=[O:4])[CH2:2][NH:1][C:21]([C:20]1[CH:19]=[N:18][N:15]2[C:16]([CH3:17])=[C:11]([CH2:10][C:9]3[CH:25]=[CH:26][CH:27]=[C:7]([Br:6])[CH:8]=3)[C:12]([CH3:24])=[N:13][C:14]=12)=[O:22]. The yield is 0.320. (2) The reactants are [CH:1]1([N:7]2[CH2:11][CH2:10][CH:9]([CH2:12][C:13]3[CH:18]=[CH:17][CH:16]=[C:15]([O:19]C)[CH:14]=3)[C:8]2=[O:21])[CH2:6][CH2:5][CH2:4][CH2:3][CH2:2]1.CC(=CC)C.CO.C(=O)(O)[O-].[Na+]. The catalyst is C(Cl)Cl. The product is [CH:1]1([N:7]2[CH2:11][CH2:10][CH:9]([CH2:12][C:13]3[CH:18]=[CH:17][CH:16]=[C:15]([OH:19])[CH:14]=3)[C:8]2=[O:21])[CH2:2][CH2:3][CH2:4][CH2:5][CH2:6]1. The yield is 0.390. (3) The reactants are [NH:1]1[CH2:5][CH2:4][CH2:3][CH2:2]1.ClC[C:8]1[CH:38]=[CH:37][C:11]([C:12]([NH:14][C:15]2[S:16][C:17]3[C:23]([C:24]4[N:25]=[C:26]([N:29]5[CH2:34][CH2:33][O:32][CH2:31][CH2:30]5)[S:27][CH:28]=4)=[CH:22][CH:21]=[C:20]([O:35][CH3:36])[C:18]=3[N:19]=2)=[O:13])=[CH:10][CH:9]=1.[CH2:39]1COCC1. No catalyst specified. The product is [CH3:36][O:35][C:20]1[C:18]2[N:19]=[C:15]([NH:14][C:12](=[O:13])[C:11]3[CH:37]=[CH:38][C:8]([N:1]4[CH2:5][CH2:4][CH2:3][CH2:2]4)=[CH:9][C:10]=3[CH3:39])[S:16][C:17]=2[C:23]([C:24]2[N:25]=[C:26]([N:29]3[CH2:30][CH2:31][O:32][CH2:33][CH2:34]3)[S:27][CH:28]=2)=[CH:22][CH:21]=1. The yield is 0.870.